This data is from Full USPTO retrosynthesis dataset with 1.9M reactions from patents (1976-2016). The task is: Predict the reactants needed to synthesize the given product. (1) Given the product [F:1][C:2]1[CH:21]=[CH:20][C:19]([F:22])=[CH:18][C:3]=1[O:4][CH2:5][CH2:6][OH:7], predict the reactants needed to synthesize it. The reactants are: [F:1][C:2]1[CH:21]=[CH:20][C:19]([F:22])=[CH:18][C:3]=1[O:4][CH2:5][CH2:6][O:7][Si](C(C)C)(C(C)C)C(C)C.[F-].C([N+](CCCC)(CCCC)CCCC)CCC. (2) Given the product [N+:1]([C:4]1[CH:5]=[CH:6][C:7]([N:10]([CH3:16])[C:11](=[O:13])[CH3:12])=[CH:8][CH:9]=1)([O-:3])=[O:2], predict the reactants needed to synthesize it. The reactants are: [N+:1]([C:4]1[CH:9]=[CH:8][C:7]([NH:10][C:11](=[O:13])[CH3:12])=[CH:6][CH:5]=1)([O-:3])=[O:2].[OH-].[K+].[CH3:16]I.